Task: Regression. Given a peptide amino acid sequence and an MHC pseudo amino acid sequence, predict their binding affinity value. This is MHC class I binding data.. Dataset: Peptide-MHC class I binding affinity with 185,985 pairs from IEDB/IMGT The peptide sequence is PLILAYFPVFRFL. The MHC is HLA-A02:01 with pseudo-sequence HLA-A02:01. The binding affinity (normalized) is 0.0145.